Dataset: Catalyst prediction with 721,799 reactions and 888 catalyst types from USPTO. Task: Predict which catalyst facilitates the given reaction. (1) Reactant: [CH2:1]([O:8][N:9]([C:18]1[CH:28]=[CH:27][CH:26]=[CH:25][C:19]=1[C:20]([O:22]CC)=O)[C:10](=[O:17])[CH2:11][C:12]([O:14][CH2:15][CH3:16])=[O:13])[C:2]1[CH:7]=[CH:6][CH:5]=[CH:4][CH:3]=1.C[O-].[Na+]. Product: [CH2:1]([O:8][N:9]1[C:18]2[C:19](=[CH:25][CH:26]=[CH:27][CH:28]=2)[C:20]([OH:22])=[C:11]([C:12]([O:14][CH2:15][CH3:16])=[O:13])[C:10]1=[O:17])[C:2]1[CH:3]=[CH:4][CH:5]=[CH:6][CH:7]=1. The catalyst class is: 5. (2) Reactant: F[C:2]1[CH:3]=C(NC(=O)CC(NC2C=CC(F)=CC=2)=O)[CH:5]=[CH:6][C:7]=1[O:8]C1C=CN=C(NCCN2CCOCC2)C=1.F[C:39]1[CH:44]=[CH:43][C:42]([CH2:45]C(N=C=O)=O)=[CH:41][CH:40]=1.COC1C=CC([CH2:57][NH:58][C:59]2[N:64]=[CH:63][N:62]=[C:61]([O:65][C:66]3[CH:71]=[CH:70][C:69]([NH:72][C:73]([NH:75][C:76](=[O:85])[CH2:77][C:78]4[CH:83]=[CH:82][C:81]([F:84])=[CH:80][CH:79]=4)=[O:74])=[CH:68][C:67]=3[F:86])[CH:60]=2)=CC=1. Product: [CH2:45]([O:8][C:7]1[CH:6]=[CH:5][C:57]([NH:58][C:59]2[N:64]=[CH:63][N:62]=[C:61]([O:65][C:66]3[CH:71]=[CH:70][C:69]([NH:72][C:73]([NH:75][C:76](=[O:85])[CH2:77][C:78]4[CH:79]=[CH:80][C:81]([F:84])=[CH:82][CH:83]=4)=[O:74])=[CH:68][C:67]=3[F:86])[CH:60]=2)=[CH:3][CH:2]=1)[C:42]1[CH:41]=[CH:40][CH:39]=[CH:44][CH:43]=1. The catalyst class is: 1. (3) Reactant: [C:1]([O:5][C:6](=[O:21])[CH2:7][O:8][C:9]1[C:14]2[CH2:15][CH2:16][CH2:17][CH2:18][CH:19]([NH2:20])[C:13]=2[CH:12]=[CH:11][CH:10]=1)([CH3:4])([CH3:3])[CH3:2].[C:22]1([C:28]2[CH:29]=[C:30]([S:34](Cl)(=[O:36])=[O:35])[CH:31]=[CH:32][CH:33]=2)[CH:27]=[CH:26][CH:25]=[CH:24][CH:23]=1.C(N(C(C)C)CC)(C)C. Product: [C:1]([O:5][C:6](=[O:21])[CH2:7][O:8][C:9]1[C:14]2[CH2:15][CH2:16][CH2:17][CH2:18][CH:19]([NH:20][S:34]([C:30]3[CH:29]=[C:28]([C:22]4[CH:23]=[CH:24][CH:25]=[CH:26][CH:27]=4)[CH:33]=[CH:32][CH:31]=3)(=[O:36])=[O:35])[C:13]=2[CH:12]=[CH:11][CH:10]=1)([CH3:4])([CH3:2])[CH3:3]. The catalyst class is: 2.